Dataset: Retrosynthesis with 50K atom-mapped reactions and 10 reaction types from USPTO. Task: Predict the reactants needed to synthesize the given product. (1) The reactants are: CN(C)C1(C#N)CCCC1.CNCCOC. Given the product COCCN(C)C1(C#N)CCCC1, predict the reactants needed to synthesize it. (2) Given the product FC(F)(F)c1ccccc1NC1CCNCC1, predict the reactants needed to synthesize it. The reactants are: CC(C)(C)OC(=O)N1CCC(Nc2ccccc2C(F)(F)F)CC1. (3) Given the product COc1cc(-c2ccc(S(=O)(=O)Nc3cccc(C)n3)cc2)ccc1C#N, predict the reactants needed to synthesize it. The reactants are: COc1cc(Br)ccc1C#N.Cc1cccc(NS(=O)(=O)c2ccc(-c3ccc(Cl)cc3)cc2)n1. (4) Given the product COc1ccc(COCCC(COCc2ccc(OC)cc2)ONc2nc(NC=O)nc(Cl)c2NC=O)cc1, predict the reactants needed to synthesize it. The reactants are: COc1ccc(COCCC(COCc2ccc(OC)cc2)ON)cc1.O=CNc1nc(Cl)c(NC=O)c(Cl)n1.